From a dataset of Forward reaction prediction with 1.9M reactions from USPTO patents (1976-2016). Predict the product of the given reaction. (1) Given the reactants [CH3:1][N:2]([CH3:28])[C:3]1[C:4]2[C:11]([C:12]3[CH:13]=[C:14]([CH2:18]O)[CH:15]=[CH:16][CH:17]=3)=[CH:10][N:9]([CH2:20][O:21]CC[Si](C)(C)C)[C:5]=2[N:6]=[CH:7][N:8]=1.[F:29][C:30]([F:35])([F:34])[C:31]([OH:33])=[O:32], predict the reaction product. The product is: [F:29][C:30]([F:35])([F:34])[C:31]([O:33][CH2:18][C:14]1[CH:15]=[CH:16][CH:17]=[C:12]([C:11]2[C:4]3[C:3]([N:2]([CH3:1])[CH3:28])=[N:8][CH:7]=[N:6][C:5]=3[N:9]([CH2:20][OH:21])[CH:10]=2)[CH:13]=1)=[O:32]. (2) Given the reactants [Cl:1][C:2]1[N:7]=[C:6]([NH:8][C:9]2[CH:14]=[CH:13][CH:12]=[C:11]([Cl:15])[CH:10]=2)[CH:5]=[CH:4][N:3]=1.[C:16](=O)([O-])[O-].[Cs+].[Cs+].CI, predict the reaction product. The product is: [Cl:1][C:2]1[N:7]=[C:6]([N:8]([C:9]2[CH:14]=[CH:13][CH:12]=[C:11]([Cl:15])[CH:10]=2)[CH3:16])[CH:5]=[CH:4][N:3]=1. (3) Given the reactants [CH3:1][O:2][C:3]1[C:8]([O:9][CH3:10])=[CH:7][CH:6]=[CH:5][C:4]=1[C@@H:11]([CH:13]1[CH2:18][CH2:17][NH:16][CH2:15][CH2:14]1)[OH:12].C([O-])([O-])=O.[K+].[K+].[C:25]([C:29]1[CH:34]=[CH:33][C:32]([CH2:35][CH2:36]Br)=[CH:31][CH:30]=1)([O:27][CH3:28])=[O:26].O, predict the reaction product. The product is: [CH3:1][O:2][C:3]1[C:8]([O:9][CH3:10])=[CH:7][CH:6]=[CH:5][C:4]=1[C@@H:11]([CH:13]1[CH2:14][CH2:15][N:16]([CH2:36][CH2:35][C:32]2[CH:33]=[CH:34][C:29]([C:25]([O:27][CH3:28])=[O:26])=[CH:30][CH:31]=2)[CH2:17][CH2:18]1)[OH:12]. (4) Given the reactants [CH:1]12[CH2:8][CH2:7][CH:4]([CH2:5][CH2:6]1)[C:3](=[O:9])[NH:2]2.[H-].[Na+].Cl[C:13]1[CH:22]=[N:21][C:20]2[C:15](=[CH:16][C:17]([O:25][CH3:26])=[C:18]([O:23][CH3:24])[CH:19]=2)[N:14]=1, predict the reaction product. The product is: [CH3:24][O:23][C:18]1[CH:19]=[C:20]2[C:15](=[CH:16][C:17]=1[O:25][CH3:26])[N:14]=[C:13]([N:2]1[C:3](=[O:9])[CH:4]3[CH2:7][CH2:8][CH:1]1[CH2:6][CH2:5]3)[CH:22]=[N:21]2. (5) Given the reactants [C:1]([CH:3]1[CH2:8][CH2:7][N:6]([C:9]([C@H:11]([NH:16][C:17]([C:19]2[C:27]3[N:26]=[C:25](Br)[CH:24]=[N:23][C:22]=3[N:21]([CH2:29][O:30][CH2:31][CH2:32][Si:33]([CH3:36])([CH3:35])[CH3:34])[CH:20]=2)=[O:18])[C:12]([CH3:15])([CH3:14])[CH3:13])=[O:10])[CH2:5][CH2:4]1)#[N:2].[CH3:37][N:38]1[CH:42]=[C:41]([Sn](CCCC)(CCCC)CCCC)[N:40]=[CH:39]1, predict the reaction product. The product is: [C:1]([CH:3]1[CH2:8][CH2:7][N:6]([C:9]([C@H:11]([NH:16][C:17]([C:19]2[C:27]3[C:22](=[N:23][CH:24]=[C:25]([C:41]4[N:40]=[CH:39][N:38]([CH3:37])[CH:42]=4)[N:26]=3)[N:21]([CH2:29][O:30][CH2:31][CH2:32][Si:33]([CH3:36])([CH3:35])[CH3:34])[CH:20]=2)=[O:18])[C:12]([CH3:15])([CH3:14])[CH3:13])=[O:10])[CH2:5][CH2:4]1)#[N:2]. (6) Given the reactants [CH3:1][O:2][C:3]([CH2:5][C:6]([CH2:8][C:9]([O:11][CH3:12])=[O:10])=[O:7])=[O:4], predict the reaction product. The product is: [OH:7][C:6]1[C:8]([C:9]([O:11][CH3:12])=[O:10])=[C:6]([CH3:8])[CH:5]=[CH:3][C:5]=1[C:3]([O:2][CH3:1])=[O:4]. (7) The product is: [C:11]1([C:3]2[CH:4]=[CH:5][C:6]([F:8])=[CH:7][C:2]=2[F:1])[CH2:15][CH2:14][CH2:13][CH:12]=1. Given the reactants [F:1][C:2]1[CH:7]=[C:6]([F:8])[CH:5]=[CH:4][C:3]=1[Mg]Br.[C:11]1(=O)[CH2:15][CH2:14][CH2:13][CH2:12]1.Cl, predict the reaction product.